Regression. Given a peptide amino acid sequence and an MHC pseudo amino acid sequence, predict their binding affinity value. This is MHC class II binding data. From a dataset of Peptide-MHC class II binding affinity with 134,281 pairs from IEDB. (1) The binding affinity (normalized) is 0.983. The peptide sequence is YQIAFSRGNRAFIAI. The MHC is DRB1_0701 with pseudo-sequence DRB1_0701. (2) The peptide sequence is EVVNDVSTFSSGLVW. The MHC is DRB4_0101 with pseudo-sequence DRB4_0103. The binding affinity (normalized) is 0.0242. (3) The peptide sequence is WQSGSGGVWREMHHL. The MHC is DRB1_0901 with pseudo-sequence DRB1_0901. The binding affinity (normalized) is 0.299.